Dataset: Aqueous solubility values for 9,982 compounds from the AqSolDB database. Task: Regression/Classification. Given a drug SMILES string, predict its absorption, distribution, metabolism, or excretion properties. Task type varies by dataset: regression for continuous measurements (e.g., permeability, clearance, half-life) or binary classification for categorical outcomes (e.g., BBB penetration, CYP inhibition). For this dataset (solubility_aqsoldb), we predict Y. (1) The drug is Cc1ccc(S(C)(=O)=O)cc1. The Y is -1.99 log mol/L. (2) The drug is CCCC(C)(O)CCC. The Y is -1.59 log mol/L. (3) The molecule is NC(=O)NCc1ccccc1. The Y is -0.946 log mol/L. (4) The molecule is O=[N+]([O-])c1cc(Cl)cc(Cl)c1. The Y is -3.58 log mol/L. (5) The compound is CC12CCC(=O)C=C1CCC1C2CCC2(C)C(OC(=O)CCC(=O)O)CCC12. The Y is -5.08 log mol/L.